From a dataset of Forward reaction prediction with 1.9M reactions from USPTO patents (1976-2016). Predict the product of the given reaction. Given the reactants [C:1]([P:5](Cl)[C:6]([CH3:9])([CH3:8])[CH3:7])([CH3:4])([CH3:3])[CH3:2], predict the reaction product. The product is: [C:1]([P:5]([C:1]([CH3:4])([CH3:3])[CH3:2])[C:6]([CH3:9])([CH3:8])[CH3:7])([CH3:4])([CH3:3])[CH3:2].